Dataset: Full USPTO retrosynthesis dataset with 1.9M reactions from patents (1976-2016). Task: Predict the reactants needed to synthesize the given product. Given the product [CH3:1][O:2][C:3](=[O:22])[C:4]1[CH:9]=[CH:8][C:7]([CH2:10][N:11]([C:28]([O:27][C:23]([CH3:26])([CH3:25])[CH3:24])=[O:29])[C@H:12]2[CH2:17][CH2:16][C@H:15]([C:18]([CH3:19])([CH3:21])[CH3:20])[CH2:14][CH2:13]2)=[CH:6][CH:5]=1, predict the reactants needed to synthesize it. The reactants are: [CH3:1][O:2][C:3](=[O:22])[C:4]1[CH:9]=[CH:8][C:7]([CH2:10][NH:11][C@H:12]2[CH2:17][CH2:16][C@H:15]([C:18]([CH3:21])([CH3:20])[CH3:19])[CH2:14][CH2:13]2)=[CH:6][CH:5]=1.[C:23]([O:27][C:28](O[C:28]([O:27][C:23]([CH3:26])([CH3:25])[CH3:24])=[O:29])=[O:29])([CH3:26])([CH3:25])[CH3:24].C(N(C(C)C)CC)(C)C.